This data is from Forward reaction prediction with 1.9M reactions from USPTO patents (1976-2016). The task is: Predict the product of the given reaction. (1) Given the reactants [Cl:1][C:2]1[CH:3]=[C:4]([CH2:14][N:15]2[C:19]([CH3:20])=[CH:18][C:17](C(O)=O)=[N:16]2)[C:5]2[O:9][C:8]([CH:10]([CH3:12])[CH3:11])=[CH:7][C:6]=2[CH:13]=1.C([N:26]([CH2:29]C)CC)C.C1(P(N=[N+]=[N-])(C2C=CC=CC=2)=[O:38])C=CC=CC=1.[OH:48][CH2:49][CH:50]1[CH2:55][CH2:54][N:53]([C:56]([O:58][C:59]([CH3:62])([CH3:61])[CH3:60])=[O:57])[CH2:52][CH2:51]1, predict the reaction product. The product is: [Cl:1][C:2]1[CH:3]=[C:4]([CH2:14][N:15]2[C:19]([CH3:20])=[CH:18][C:17]([NH:26][C:29]([O:48][CH2:49][CH:50]3[CH2:55][CH2:54][N:53]([C:56]([O:58][C:59]([CH3:62])([CH3:61])[CH3:60])=[O:57])[CH2:52][CH2:51]3)=[O:38])=[N:16]2)[C:5]2[O:9][C:8]([CH:10]([CH3:11])[CH3:12])=[CH:7][C:6]=2[CH:13]=1. (2) Given the reactants [CH3:1][C:2]1[CH:10]=[CH:9][C:8]2[NH:7][C:6]3[CH:11]4[CH2:17][CH2:16][N:14]([CH2:15][C:5]=3[C:4]=2[CH:3]=1)[CH2:13][CH2:12]4.Br[C:19]1[CH:20]=[C:21]2[C:26](=[CH:27][CH:28]=1)[N:25]=[CH:24][N:23]=[C:22]2[O:29]C, predict the reaction product. The product is: [CH3:1][C:2]1[CH:10]=[CH:9][C:8]2[N:7]([C:19]3[CH:20]=[C:21]4[C:26](=[CH:27][CH:28]=3)[N:25]=[CH:24][N:23]=[C:22]4[OH:29])[C:6]3[CH:11]4[CH2:12][CH2:13][N:14]([CH2:15][C:5]=3[C:4]=2[CH:3]=1)[CH2:16][CH2:17]4. (3) Given the reactants [C:1]([O:5][C:6]([NH:8][C@@H:9]([C@H:22]([CH2:29][O:30][CH3:31])[CH2:23][CH2:24][CH2:25][CH2:26][CH:27]=[CH2:28])[C:10]([N:12]1[CH2:16][C@H:15]([OH:17])[CH2:14][C@H:13]1[C:18]([O:20]C)=[O:19])=[O:11])=[O:7])([CH3:4])([CH3:3])[CH3:2].CO.[Li+].[OH-], predict the reaction product. The product is: [C:1]([O:5][C:6]([NH:8][C@@H:9]([C@H:22]([CH2:29][O:30][CH3:31])[CH2:23][CH2:24][CH2:25][CH2:26][CH:27]=[CH2:28])[C:10]([N:12]1[CH2:16][C@H:15]([OH:17])[CH2:14][C@H:13]1[C:18]([OH:20])=[O:19])=[O:11])=[O:7])([CH3:4])([CH3:3])[CH3:2]. (4) Given the reactants [F:1][C:2]([F:17])([F:16])[C:3]([NH:5][CH2:6][CH2:7][NH:8]C(=O)OC(C)(C)C)=[O:4].[F:18][C:19]([F:24])([F:23])[C:20]([OH:22])=[O:21], predict the reaction product. The product is: [F:18][C:19]([F:24])([F:23])[C:20]([OH:22])=[O:21].[NH2:8][CH2:7][CH2:6][NH:5][C:3](=[O:4])[C:2]([F:17])([F:16])[F:1].